This data is from Forward reaction prediction with 1.9M reactions from USPTO patents (1976-2016). The task is: Predict the product of the given reaction. (1) The product is: [C:1]([C:5]1[O:9][C:8]([C:10]2[CH:15]=[C:14]([O:16][CH2:42][C:38]3[CH:37]=[C:36]([CH:29]([CH:26]4[CH2:27][CH2:28]4)[CH2:30][C:31]([O:33][CH2:34][CH3:35])=[O:32])[CH:41]=[CH:40][CH:39]=3)[CH:13]=[CH:12][C:11]=2[C:17]2[CH:22]=[C:21]([O:23][CH3:24])[CH:20]=[CH:19][C:18]=2[F:25])=[N:7][N:6]=1)([CH3:4])([CH3:2])[CH3:3]. Given the reactants [C:1]([C:5]1[O:9][C:8]([C:10]2[CH:15]=[C:14]([OH:16])[CH:13]=[CH:12][C:11]=2[C:17]2[CH:22]=[C:21]([O:23][CH3:24])[CH:20]=[CH:19][C:18]=2[F:25])=[N:7][N:6]=1)([CH3:4])([CH3:3])[CH3:2].[CH:26]1([CH:29]([C:36]2[CH:41]=[CH:40][CH:39]=[C:38]([CH2:42]O)[CH:37]=2)[CH2:30][C:31]([O:33][CH2:34][CH3:35])=[O:32])[CH2:28][CH2:27]1.C1(P(C2C=CC=CC=2)C2C=CC=CC=2)C=CC=CC=1.N(C(OCC)=O)=NC(OCC)=O, predict the reaction product. (2) Given the reactants [NH2:1][C:2]1[CH:7]=[CH:6][C:5]([N:8]2[CH2:13][CH2:12][N:11](C(OC(C)(C)C)=O)[CH2:10][CH2:9]2)=[CH:4][C:3]=1[NH:21][S:22]([C:25]1[CH:30]=[CH:29][CH:28]=[CH:27][CH:26]=1)(=[O:24])=[O:23].[CH3:31][O:32][C:33]1[CH:38]=[CH:37][C:36]([O:39][CH3:40])=[CH:35][C:34]=1[S:41](Cl)(=[O:43])=[O:42], predict the reaction product. The product is: [CH3:31][O:32][C:33]1[CH:38]=[CH:37][C:36]([O:39][CH3:40])=[CH:35][C:34]=1[S:41]([NH:1][C:2]1[CH:7]=[CH:6][C:5]([N:8]2[CH2:9][CH2:10][NH:11][CH2:12][CH2:13]2)=[CH:4][C:3]=1[NH:21][S:22]([C:25]1[CH:26]=[CH:27][CH:28]=[CH:29][CH:30]=1)(=[O:23])=[O:24])(=[O:42])=[O:43].